Dataset: Reaction yield outcomes from USPTO patents with 853,638 reactions. Task: Predict the reaction yield, written as a fraction of the theoretical maximum amount of product (1.0 means a 100% yield; for example, 0.34 means a 34% yield). (1) The reactants are CO[C:3]([C:5]1[CH:10]=[C:9]([CH3:11])[C:8](=[O:12])[N:7]([CH3:13])[C:6]=1[NH:14][C:15]1[CH:20]=[CH:19][C:18]([I:21])=[CH:17][C:16]=1[F:22])=[O:4].[CH:23]([O:25][CH2:26][CH2:27][O:28][NH2:29])=[CH2:24].C[Si]([NH-])(C)C.C[Si]([NH-])(C)C.[Li+].[Li+].O.Cl. The catalyst is C1COCC1. The product is [CH:23]([O:25][CH2:26][CH2:27][O:28][NH:29][C:3]([C:5]1[CH:10]=[C:9]([CH3:11])[C:8](=[O:12])[N:7]([CH3:13])[C:6]=1[NH:14][C:15]1[CH:20]=[CH:19][C:18]([I:21])=[CH:17][C:16]=1[F:22])=[O:4])=[CH2:24]. The yield is 0.740. (2) The reactants are CN.C[CH2:4][N:5](C(C)C)C(C)C.CN(C(ON1N=NC2C=CC=NC1=2)=[N+](C)C)C.F[P-](F)(F)(F)(F)F.[CH2:36]([O:43][C:44]1[CH:45]=[C:46]2[C:52]([C:53]([OH:55])=O)=[C:51]([C:56]3[CH:61]=[CH:60][C:59]([F:62])=[CH:58][CH:57]=3)[O:50][C:47]2=[CH:48][N:49]=1)[C:37]1[CH:42]=[CH:41][CH:40]=[CH:39][CH:38]=1. The catalyst is CN(C=O)C. The product is [CH2:36]([O:43][C:44]1[CH:45]=[C:46]2[C:52]([C:53]([NH:5][CH3:4])=[O:55])=[C:51]([C:56]3[CH:57]=[CH:58][C:59]([F:62])=[CH:60][CH:61]=3)[O:50][C:47]2=[CH:48][N:49]=1)[C:37]1[CH:42]=[CH:41][CH:40]=[CH:39][CH:38]=1. The yield is 0.390. (3) The reactants are [CH2:1]([NH:3][C:4]([NH:6][C:7]1[NH:11][C:10]2[C:12]([C@H:27]3[CH2:31][CH2:30][CH2:29][O:28]3)=[C:13]([F:26])[C:14]([C:16]3[CH:17]=[N:18][C:19]([C:22]([OH:25])([CH3:24])[CH3:23])=[N:20][CH:21]=3)=[CH:15][C:9]=2[N:8]=1)=[O:5])[CH3:2].[CH3:32][C:33]([O:36][C:37](O[C:37]([O:36][C:33]([CH3:35])([CH3:34])[CH3:32])=[O:38])=[O:38])([CH3:35])[CH3:34]. The catalyst is CN(C=O)C.CN(C1C=CN=CC=1)C.O.CCOC(C)=O. The product is [C:37]([N:6]([C:7]1[NH:11][C:10]2[C:12]([C@H:27]3[CH2:31][CH2:30][CH2:29][O:28]3)=[C:13]([F:26])[C:14]([C:16]3[CH:17]=[N:18][C:19]([C:22]([OH:25])([CH3:24])[CH3:23])=[N:20][CH:21]=3)=[CH:15][C:9]=2[N:8]=1)[C:4](=[O:5])[N:3]([C:37]([O:36][C:33]([CH3:35])([CH3:34])[CH3:32])=[O:38])[CH2:1][CH3:2])([O:36][C:33]([CH3:35])([CH3:34])[CH3:32])=[O:38]. The yield is 0.731. (4) The reactants are [CH2:1]([Li])[CH2:2][CH2:3]C.[CH3:6][N:7]1[CH2:12][CH2:11][C:10](=O)[CH2:9][CH2:8]1.[C:14]1([CH3:24])[CH:19]=[CH:18][C:17](S(O)(=O)=O)=[CH:16][CH:15]=1.[CH:25]([O-:27])=O.[NH4+:28]. The yield is 0.950. The catalyst is O1CCCC1.C1(C)C=CC=CC=1.CO.O.[Pd]. The product is [NH2:28][C@@H:16]1[CH2:17][CH2:18][C:19]2[C:14](=[C:24]([CH:10]3[CH2:11][CH2:12][N:7]([CH3:6])[CH2:8][CH2:9]3)[CH:1]=[CH:2][C:3]=2[O:27][CH3:25])[CH2:15]1. (5) The product is [CH3:30][NH:31][CH2:12][CH2:13][O:14][CH2:15][CH2:16][O:17][CH2:18][CH2:19][O:20][CH2:21][CH2:22][C:23]([O:25][C:26]([CH3:29])([CH3:28])[CH3:27])=[O:24]. The catalyst is O1CCCC1. The reactants are S(O[CH2:12][CH2:13][O:14][CH2:15][CH2:16][O:17][CH2:18][CH2:19][O:20][CH2:21][CH2:22][C:23]([O:25][C:26]([CH3:29])([CH3:28])[CH3:27])=[O:24])(C1C=CC(C)=CC=1)(=O)=O.[CH3:30][NH2:31]. The yield is 0.870. (6) The reactants are [C:1]([OH:8])(=[O:7])/[CH:2]=[CH:3]\[C:4]([OH:6])=[O:5].[CH3:9][CH2:10][O:11][C:12]([C:14]1[CH:19]([C:20]2[C:25]([Cl:26])=[CH:24][CH:23]=[CH:22][CH:21]=2)[C:18]([C:27]([O:29][CH3:30])=[O:28])=[C:17]([CH3:31])[NH:16][C:15]=1[CH2:32][O:33][CH2:34][CH2:35][NH2:36])=[O:13]. The catalyst is C(OC(=O)C)(C)(C)C. The product is [CH3:9][CH2:10][O:11][C:12]([C:14]1[CH:19]([C:20]2[CH:21]=[CH:22][CH:23]=[CH:24][C:25]=2[Cl:26])[C:18]([C:27]([O:29][CH3:30])=[O:28])=[C:17]([CH3:31])[NH:16][C:15]=1[CH2:32][O:33][CH2:34][CH2:35][NH2:36])=[O:13].[CH:2](/[C:1]([OH:8])=[O:7])=[CH:3]/[C:4]([OH:6])=[O:5]. The yield is 0.780. (7) The reactants are [Br:1][C:2]1[CH:7]=[C:6]([CH2:8][C:9]([C:11]2[CH:16]=[CH:15][CH:14]=[C:13]([Cl:17])[CH:12]=2)=O)[CH:5]=[CH:4][N:3]=1.[NH2:18][C:19]1[CH:24]=[CH:23][CH:22]=[CH:21][N:20]=1. No catalyst specified. The product is [Br:1][C:2]1[CH:7]=[C:6]([C:8]2[N:20]3[CH:21]=[CH:22][CH:23]=[CH:24][C:19]3=[N:18][C:9]=2[C:11]2[CH:16]=[CH:15][CH:14]=[C:13]([Cl:17])[CH:12]=2)[CH:5]=[CH:4][N:3]=1. The yield is 0.520. (8) The reactants are Cl.[Cl:2][C:3]1[CH:4]=[C:5]([N:9]2[C:13]([CH2:14][NH2:15])=[CH:12][C:11]([C:16]([F:19])([F:18])[F:17])=[N:10]2)[CH:6]=[CH:7][CH:8]=1.[F:20][C:21]1[CH:22]=[C:23]([NH:32][C:33](=O)[O:34]C2C=CC=CC=2)[CH:24]=[CH:25][C:26]=1[C:27]1([OH:31])[CH2:30][O:29][CH2:28]1. The catalyst is C(Cl)Cl. The product is [Cl:2][C:3]1[CH:4]=[C:5]([N:9]2[C:13]([CH2:14][NH:15][C:33]([NH:32][C:23]3[CH:24]=[CH:25][C:26]([C:27]4([OH:31])[CH2:30][O:29][CH2:28]4)=[C:21]([F:20])[CH:22]=3)=[O:34])=[CH:12][C:11]([C:16]([F:17])([F:18])[F:19])=[N:10]2)[CH:6]=[CH:7][CH:8]=1. The yield is 0.230.